Predict the product of the given reaction. From a dataset of Forward reaction prediction with 1.9M reactions from USPTO patents (1976-2016). Given the reactants [CH:1]1[C:10]2[C:5](=[C:6]([NH:11][C:12](=[O:14])[CH3:13])[CH:7]=[CH:8][CH:9]=2)[CH:4]=[CH:3][N:2]=1.[OH-].[Na+], predict the reaction product. The product is: [CH:1]1[C:10]2[CH2:9][CH2:8][CH2:7][CH:6]([NH:11][C:12](=[O:14])[CH3:13])[C:5]=2[CH:4]=[CH:3][N:2]=1.